This data is from Reaction yield outcomes from USPTO patents with 853,638 reactions. The task is: Predict the reaction yield, written as a fraction of the theoretical maximum amount of product (1.0 means a 100% yield; for example, 0.34 means a 34% yield). (1) The reactants are C[O:2][C:3](=[O:22])[CH2:4][NH:5][C:6]([C:8]1[C:13]([OH:14])=[CH:12][C:11]([C:15]2[CH:20]=[CH:19][CH:18]=[C:17]([Cl:21])[CH:16]=2)=[CH:10][N:9]=1)=[O:7].[OH-].[Na+].Cl. The catalyst is C1COCC1. The product is [Cl:21][C:17]1[CH:16]=[C:15]([C:11]2[CH:12]=[C:13]([OH:14])[C:8]([C:6]([NH:5][CH2:4][C:3]([OH:22])=[O:2])=[O:7])=[N:9][CH:10]=2)[CH:20]=[CH:19][CH:18]=1. The yield is 0.640. (2) The reactants are C(O[C:4]([C:6]1[N:7]=[N:8][C:9]([Cl:13])=[CH:10][C:11]=1[Cl:12])=[O:5])C.[CH3:14][O:15][C:16]1[CH:21]=[CH:20][CH:19]=[CH:18][C:17]=1[Mg]Br. The catalyst is C1COCC1. The product is [Cl:12][C:11]1[CH:10]=[C:9]([Cl:13])[N:8]=[N:7][C:6]=1[C:4]([C:17]1[CH:18]=[CH:19][CH:20]=[CH:21][C:16]=1[O:15][CH3:14])=[O:5]. The yield is 0.780. (3) The reactants are [C:1]([O:5][C:6]([N:8]1[CH2:13][CH2:12][O:11][C:10]2[CH:14]=[CH:15][CH:16]=[N:17][C:9]1=2)=[O:7])([CH3:4])([CH3:3])[CH3:2].[Br:18]Br. The catalyst is CO. The product is [C:1]([O:5][C:6]([N:8]1[CH2:13][CH2:12][O:11][C:10]2[CH:14]=[C:15]([Br:18])[CH:16]=[N:17][C:9]1=2)=[O:7])([CH3:4])([CH3:2])[CH3:3]. The yield is 0.480. (4) The reactants are [OH:1][CH2:2][C@@H:3]1[CH2:7][N:6]([C:8]([O:10][C:11]([CH3:14])([CH3:13])[CH3:12])=[O:9])[C@H:5]([C:15]([O:17][CH3:18])=[O:16])[CH2:4]1.[C:19](C1C=CC=C(C(C)(C)C)N=1)(C)(C)C.CI. The catalyst is C(Cl)Cl.C(S([O-])(=O)=O)(F)(F)F.[Ag+]. The product is [CH3:19][O:1][CH2:2][C@@H:3]1[CH2:7][N:6]([C:8]([O:10][C:11]([CH3:13])([CH3:14])[CH3:12])=[O:9])[C@H:5]([C:15]([O:17][CH3:18])=[O:16])[CH2:4]1. The yield is 0.780. (5) The reactants are [F:1][C:2]1[CH:9]=[CH:8][CH:7]=[CH:6][C:3]=1[CH:4]=O.[CH3:10][C:11]([CH3:13])=[O:12].[OH-].[Na+].O. The catalyst is C(O)C. The product is [F:1][C:2]1[CH:9]=[CH:8][CH:7]=[CH:6][C:3]=1[CH:4]=[CH:10][C:11](=[O:12])[CH:13]=[CH:4][C:3]1[CH:6]=[CH:7][CH:8]=[CH:9][C:2]=1[F:1]. The yield is 0.410.